Dataset: Forward reaction prediction with 1.9M reactions from USPTO patents (1976-2016). Task: Predict the product of the given reaction. (1) Given the reactants [CH3:1][C:2]([C:6]1[NH:10][N:9]=[C:8]([C:11]2[CH:16]=[CH:15][CH:14]=[CH:13][CH:12]=2)[N:7]=1)([CH3:5])[CH2:3][NH2:4].[F:17][C:18]([F:34])([F:33])[C:19]1[O:23][N:22]=[C:21]([C:24]2[CH:25]=[C:26]([CH:30]=[CH:31][CH:32]=2)[C:27](O)=[O:28])[N:20]=1, predict the reaction product. The product is: [CH3:5][C:2]([C:6]1[NH:10][N:9]=[C:8]([C:11]2[CH:16]=[CH:15][CH:14]=[CH:13][CH:12]=2)[N:7]=1)([CH3:1])[CH2:3][NH:4][C:27](=[O:28])[C:26]1[CH:30]=[CH:31][CH:32]=[C:24]([C:21]2[N:20]=[C:19]([C:18]([F:34])([F:33])[F:17])[O:23][N:22]=2)[CH:25]=1. (2) The product is: [CH:1]1([CH2:4][N:5]([CH3:28])[C:6]([C:8]2[CH:9]=[CH:10][C:11]([C:14]3[CH:19]=[C:18]([C:20]4[O:21][C:22]([CH3:25])=[N:23][N:24]=4)[CH:17]=[CH:16][C:15]=3[CH3:26])=[CH:12][CH:13]=2)=[O:7])[CH2:3][CH2:2]1. Given the reactants [CH:1]1([CH2:4][NH:5][C:6]([C:8]2[CH:13]=[CH:12][C:11]([C:14]3[CH:19]=[C:18]([C:20]4[O:21][C:22]([CH3:25])=[N:23][N:24]=4)[CH:17]=[CH:16][C:15]=3[CH3:26])=[CH:10][CH:9]=2)=[O:7])[CH2:3][CH2:2]1.I[CH3:28], predict the reaction product. (3) Given the reactants [CH2:1]([CH:3]([CH2:14][CH3:15])[CH2:4][CH2:5][N:6]1[CH:10]=[CH:9][N:8]=[C:7]1[N+:11]([O-])=O)[CH3:2].C(O)C, predict the reaction product. The product is: [CH2:14]([CH:3]([CH2:1][CH3:2])[CH2:4][CH2:5][N:6]1[CH:10]=[CH:9][N:8]=[C:7]1[NH2:11])[CH3:15]. (4) Given the reactants [CH3:1][O:2][C:3](=[O:37])[CH:4]([C:9]1[CH:10]=[C:11]([C:23]2[CH:28]=[C:27]([C:29]([F:32])([F:31])[F:30])[CH:26]=[C:25]([C:33]([F:36])([F:35])[F:34])[CH:24]=2)[CH:12]=[C:13](OS(C(F)(F)F)(=O)=O)[CH:14]=1)[CH2:5][CH:6]([CH3:8])[CH3:7].[F:38][C:39]1[CH:45]=[CH:44][C:42]([NH2:43])=[C:41]([C:46]([F:49])([F:48])[F:47])[CH:40]=1, predict the reaction product. The product is: [CH3:1][O:2][C:3](=[O:37])[CH:4]([C:9]1[CH:10]=[C:11]([C:23]2[CH:28]=[C:27]([C:29]([F:31])([F:30])[F:32])[CH:26]=[C:25]([C:33]([F:34])([F:35])[F:36])[CH:24]=2)[CH:12]=[C:13]([NH:43][C:42]2[CH:44]=[CH:45][C:39]([F:38])=[CH:40][C:41]=2[C:46]([F:47])([F:48])[F:49])[CH:14]=1)[CH2:5][CH:6]([CH3:8])[CH3:7]. (5) Given the reactants [OH:1][C:2]1[C:3](=[O:10])[CH:4]=[C:5]([CH2:8][OH:9])[NH:6][CH:7]=1.C([O-])([O-])=O.[K+].[K+].Br[CH2:18][CH2:19]Br, predict the reaction product. The product is: [O:10]1[C:3]2[CH:4]=[C:5]([CH2:8][OH:9])[N:6]=[CH:7][C:2]=2[O:1][CH2:19][CH2:18]1. (6) Given the reactants C([N:4]1[C:8]2[CH:9]([C:24]3[CH:29]=[CH:28][C:27]([Cl:30])=[CH:26][CH:25]=3)[N:10]([C:13]3[N:18]=[C:17]4[N:19]([CH3:22])[N:20]=[N:21][C:16]4=[C:15]([CH3:23])[CH:14]=3)[C:11](=[O:12])[C:7]=2[N:6]=[C:5]1Br)C=C.[CH3:32][O:33][C:34]1[C:39](B(O)O)=[CH:38][CH:37]=[CH:36][N:35]=1, predict the reaction product. The product is: [Cl:30][C:27]1[CH:26]=[CH:25][C:24]([CH:9]2[C:8]3[NH:4][C:5]([C:39]4[C:34]([O:33][CH3:32])=[N:35][CH:36]=[CH:37][CH:38]=4)=[N:6][C:7]=3[C:11](=[O:12])[N:10]2[C:13]2[N:18]=[C:17]3[N:19]([CH3:22])[N:20]=[N:21][C:16]3=[C:15]([CH3:23])[CH:14]=2)=[CH:29][CH:28]=1.